Dataset: Full USPTO retrosynthesis dataset with 1.9M reactions from patents (1976-2016). Task: Predict the reactants needed to synthesize the given product. Given the product [C:1]([O:5][C:6]([N:8]1[CH2:9][CH2:10][N:11]([C:14]2[CH:19]=[CH:18][CH:17]=[CH:16][C:15]=2[O:20][CH:21]2[CH2:26][CH2:25][CH2:24][N:23]([S:49]([CH:46]([CH3:48])[CH3:47])(=[O:51])=[O:50])[CH2:22]2)[CH2:12][CH2:13]1)=[O:7])([CH3:3])([CH3:2])[CH3:4], predict the reactants needed to synthesize it. The reactants are: [C:1]([O:5][C:6]([N:8]1[CH2:13][CH2:12][N:11]([C:14]2[CH:19]=[CH:18][CH:17]=[CH:16][C:15]=2[O:20][CH:21]2[CH2:26][CH2:25][CH2:24][N:23](C(OCC3C=CC=CC=3)=O)[CH2:22]2)[CH2:10][CH2:9]1)=[O:7])([CH3:4])([CH3:3])[CH3:2].[H][H].C(N(CC)CC)C.[CH:46]([S:49](Cl)(=[O:51])=[O:50])([CH3:48])[CH3:47].